The task is: Regression. Given a peptide amino acid sequence and an MHC pseudo amino acid sequence, predict their binding affinity value. This is MHC class II binding data.. This data is from Peptide-MHC class II binding affinity with 134,281 pairs from IEDB. (1) The peptide sequence is KFTYLINYIQDEINT. The MHC is DRB1_1302 with pseudo-sequence DRB1_1302. The binding affinity (normalized) is 0.469. (2) The binding affinity (normalized) is 0.731. The MHC is HLA-DQA10101-DQB10501 with pseudo-sequence HLA-DQA10101-DQB10501. The peptide sequence is DEINTIFSDYIPYVF. (3) The peptide sequence is AAATAGTRVYGAFAA. The MHC is HLA-DQA10401-DQB10402 with pseudo-sequence HLA-DQA10401-DQB10402. The binding affinity (normalized) is 0.444. (4) The peptide sequence is SDVGEFRAVTELG. The MHC is HLA-DQA10101-DQB10501 with pseudo-sequence HLA-DQA10101-DQB10501. The binding affinity (normalized) is 0.289. (5) The MHC is HLA-DQA10501-DQB10201 with pseudo-sequence HLA-DQA10501-DQB10201. The peptide sequence is WIEQEGQEYW. The binding affinity (normalized) is 0.224. (6) The peptide sequence is PYILLVSSKVSTVKD. The MHC is DRB1_0802 with pseudo-sequence DRB1_0802. The binding affinity (normalized) is 0.770. (7) The peptide sequence is EYIMKGVYINTALLN. The MHC is DRB1_0401 with pseudo-sequence DRB1_0401. The binding affinity (normalized) is 0.356.